This data is from Retrosynthesis with 50K atom-mapped reactions and 10 reaction types from USPTO. The task is: Predict the reactants needed to synthesize the given product. (1) The reactants are: CC(C)[C@@H](Nc1ccc(C(F)(F)F)cc1Cl)C(=O)O.N#C[C@@H](O)c1cccc(Oc2ccccc2)c1. Given the product CC(C)[C@@H](Nc1ccc(C(F)(F)F)cc1Cl)C(=O)O[C@H](C#N)c1cccc(Oc2ccccc2)c1, predict the reactants needed to synthesize it. (2) Given the product COc1cc2nccc(Oc3ccc(NC(=O)Oc4ccccc4)cc3)c2cc1OC, predict the reactants needed to synthesize it. The reactants are: COc1cc2nccc(Oc3ccc(N)cc3)c2cc1OC.O=C(Cl)Oc1ccccc1.